From a dataset of NCI-60 drug combinations with 297,098 pairs across 59 cell lines. Regression. Given two drug SMILES strings and cell line genomic features, predict the synergy score measuring deviation from expected non-interaction effect. (1) Drug 1: C1=CC(=CC=C1CCCC(=O)O)N(CCCl)CCCl. Drug 2: C(CN)CNCCSP(=O)(O)O. Cell line: HCT-15. Synergy scores: CSS=20.9, Synergy_ZIP=-8.05, Synergy_Bliss=-4.22, Synergy_Loewe=-11.5, Synergy_HSA=-5.46. (2) Drug 1: CC1=C(C(=O)C2=C(C1=O)N3CC4C(C3(C2COC(=O)N)OC)N4)N. Drug 2: CC1C(C(CC(O1)OC2CC(CC3=C2C(=C4C(=C3O)C(=O)C5=CC=CC=C5C4=O)O)(C(=O)C)O)N)O. Cell line: T-47D. Synergy scores: CSS=38.5, Synergy_ZIP=0.336, Synergy_Bliss=2.59, Synergy_Loewe=-3.61, Synergy_HSA=3.12. (3) Synergy scores: CSS=9.37, Synergy_ZIP=-3.20, Synergy_Bliss=-0.125, Synergy_Loewe=9.20, Synergy_HSA=-0.260. Cell line: RPMI-8226. Drug 1: CC1=C(C(=CC=C1)Cl)NC(=O)C2=CN=C(S2)NC3=CC(=NC(=N3)C)N4CCN(CC4)CCO. Drug 2: C1CN(P(=O)(OC1)NCCCl)CCCl. (4) Drug 1: CC1=C(C=C(C=C1)NC2=NC=CC(=N2)N(C)C3=CC4=NN(C(=C4C=C3)C)C)S(=O)(=O)N.Cl. Drug 2: C1=NC2=C(N1)C(=S)N=CN2. Cell line: K-562. Synergy scores: CSS=33.5, Synergy_ZIP=-6.53, Synergy_Bliss=-11.1, Synergy_Loewe=-18.5, Synergy_HSA=-9.60. (5) Drug 2: COC1=NC(=NC2=C1N=CN2C3C(C(C(O3)CO)O)O)N. Synergy scores: CSS=-0.291, Synergy_ZIP=1.77, Synergy_Bliss=1.77, Synergy_Loewe=-5.22, Synergy_HSA=-3.30. Drug 1: CCCS(=O)(=O)NC1=C(C(=C(C=C1)F)C(=O)C2=CNC3=C2C=C(C=N3)C4=CC=C(C=C4)Cl)F. Cell line: OVCAR3. (6) Drug 1: C1=C(C(=O)NC(=O)N1)F. Drug 2: C1=CC(=CC=C1CCCC(=O)O)N(CCCl)CCCl. Cell line: IGROV1. Synergy scores: CSS=46.9, Synergy_ZIP=4.44, Synergy_Bliss=4.19, Synergy_Loewe=7.47, Synergy_HSA=9.53. (7) Drug 1: C1=CC(=C2C(=C1NCCNCCO)C(=O)C3=C(C=CC(=C3C2=O)O)O)NCCNCCO. Drug 2: C1C(C(OC1N2C=NC(=NC2=O)N)CO)O. Cell line: TK-10. Synergy scores: CSS=34.0, Synergy_ZIP=-0.767, Synergy_Bliss=-0.214, Synergy_Loewe=-11.1, Synergy_HSA=1.28. (8) Cell line: HS 578T. Drug 1: C1=NC2=C(N1)C(=S)N=C(N2)N. Drug 2: CN1C(=O)N2C=NC(=C2N=N1)C(=O)N. Synergy scores: CSS=15.0, Synergy_ZIP=-0.341, Synergy_Bliss=-1.23, Synergy_Loewe=-32.1, Synergy_HSA=-2.55. (9) Drug 1: CC=C1C(=O)NC(C(=O)OC2CC(=O)NC(C(=O)NC(CSSCCC=C2)C(=O)N1)C(C)C)C(C)C. Drug 2: B(C(CC(C)C)NC(=O)C(CC1=CC=CC=C1)NC(=O)C2=NC=CN=C2)(O)O. Cell line: SK-MEL-2. Synergy scores: CSS=79.8, Synergy_ZIP=-2.26, Synergy_Bliss=-5.52, Synergy_Loewe=-7.25, Synergy_HSA=-1.02. (10) Drug 1: CN(CCCl)CCCl.Cl. Drug 2: CC(C)CN1C=NC2=C1C3=CC=CC=C3N=C2N. Cell line: SF-539. Synergy scores: CSS=17.3, Synergy_ZIP=-5.48, Synergy_Bliss=-3.31, Synergy_Loewe=-3.87, Synergy_HSA=-3.24.